From a dataset of Forward reaction prediction with 1.9M reactions from USPTO patents (1976-2016). Predict the product of the given reaction. (1) Given the reactants [CH3:1][C:2]1[N:3]=[C:4]([CH2:7][CH2:8][C:9]([F:12])([F:11])[F:10])[NH:5][CH:6]=1.[OH-].[K+].Cl[C:16]1[C:21]([N+:22]([O-:24])=[O:23])=[CH:20][CH:19]=[C:18]([O:25][CH3:26])[N:17]=1, predict the reaction product. The product is: [CH3:26][O:25][C:18]1[N:17]=[C:16]([N:5]2[CH:6]=[C:2]([CH3:1])[N:3]=[C:4]2[CH2:7][CH2:8][C:9]([F:12])([F:11])[F:10])[C:21]([N+:22]([O-:24])=[O:23])=[CH:20][CH:19]=1. (2) Given the reactants [NH2:1][C:2]1[CH:7]=[CH:6][C:5]([C:8]([CH:11]2[CH2:16][CH2:15][N:14]([CH2:17][C:18]3[CH:23]=[CH:22][C:21]([C:24]([OH:33])([C:29]([F:32])([F:31])[F:30])[C:25]([F:28])([F:27])[F:26])=[CH:20][CH:19]=3)[CH2:13][CH2:12]2)([OH:10])[CH3:9])=[CH:4][CH:3]=1.Cl[C:35](OC1C=CC([N+]([O-])=O)=CC=1)=[O:36].[NH2:47][CH2:48][C:49]([CH3:52])([OH:51])[CH3:50].[CH2:53](N(CC)CC)C, predict the reaction product. The product is: [F:28][C:25]([F:26])([F:27])[C:24]([C:21]1[CH:22]=[CH:23][C:18]([CH2:17][N:14]2[CH2:13][CH2:12][CH:11]([C:8]([C:5]3[CH:6]=[CH:7][C:2]([NH:1][C:35]([NH:47][CH2:48][C:49]([OH:51])([CH3:52])[CH3:50])=[O:36])=[CH:3][CH:4]=3)([O:10][CH3:53])[CH3:9])[CH2:16][CH2:15]2)=[CH:19][CH:20]=1)([OH:33])[C:29]([F:32])([F:30])[F:31]. (3) Given the reactants [CH3:1][N:2]([CH3:16])[CH2:3][C@@H:4]1[CH2:8][CH2:7][CH2:6][N:5]1CC1C=CC=CC=1.[ClH:17], predict the reaction product. The product is: [ClH:17].[CH3:1][N:2]([CH3:16])[CH2:3][C@@H:4]1[CH2:8][CH2:7][CH2:6][NH:5]1. (4) Given the reactants C([O-])=O.[NH4+:4].[C:5]1([CH:11]2[CH2:16][CH2:15][C:14](=O)[CH2:13][CH2:12]2)[CH:10]=[CH:9][CH:8]=[CH:7][CH:6]=1.C(O)(=O)C, predict the reaction product. The product is: [C:5]1([CH:11]2[CH2:16][CH2:15][CH:14]([NH2:4])[CH2:13][CH2:12]2)[CH:10]=[CH:9][CH:8]=[CH:7][CH:6]=1. (5) The product is: [F:36][C:17]1[CH:18]=[C:19]([C:22]2[CH:27]=[CH:26][CH:25]=[CH:24][C:23]=2[S:28](=[O:34])(=[O:35])[NH2:29])[CH:20]=[CH:21][C:16]=1[NH:15][C:14]([C:8]1([NH:7][C:6]([NH:60][C:57]2[CH:58]=[CH:59][C:54]([Cl:53])=[CH:55][CH:56]=2)=[O:5])[CH2:9][CH2:10][O:11][CH2:12][CH2:13]1)=[O:37]. Given the reactants C([O:5][C:6](=O)[NH:7][C:8]1([C:14](=[O:37])[NH:15][C:16]2[CH:21]=[CH:20][C:19]([C:22]3[CH:27]=[CH:26][CH:25]=[CH:24][C:23]=3[S:28](=[O:35])(=[O:34])[NH:29]C(C)(C)C)=[CH:18][C:17]=2[F:36])[CH2:13][CH2:12][O:11][CH2:10][CH2:9]1)(C)(C)C.C(O)(C(F)(F)F)=O.C(N(CC)CC)C.[Cl:53][C:54]1[CH:59]=[CH:58][C:57]([N:60]=C=O)=[CH:56][CH:55]=1, predict the reaction product. (6) Given the reactants [Br:1][C:2]1[CH:3]=[CH:4][C:5]2[N:6]([CH3:19])[S:7](=[O:18])(=[O:17])/[C:8](=[CH:13]\[N:14](C)C)/[C:9](=O)[C:10]=2[N:11]=1.O.[NH2:21]N, predict the reaction product. The product is: [Br:1][C:2]1[N:11]=[C:10]2[C:5]([N:6]([CH3:19])[S:7](=[O:18])(=[O:17])[C:8]3[CH:13]=[N:14][NH:21][C:9]=32)=[CH:4][CH:3]=1. (7) The product is: [CH3:1][O:2][CH2:3][CH:4]([NH:6][C:7]([C:9]1[CH:10]=[C:11]([C:16]2[CH:21]=[CH:20][C:19]([CH3:22])=[CH:18][CH:17]=2)[CH:12]=[C:13]([I:31])[CH:14]=1)=[O:8])[CH3:5]. Given the reactants [CH3:1][O:2][CH2:3][CH:4]([NH:6][C:7]([C:9]1[CH:10]=[C:11]([C:16]2[CH:21]=[CH:20][C:19]([CH3:22])=[CH:18][CH:17]=2)[CH:12]=[C:13](N)[CH:14]=1)=[O:8])[CH3:5].N(OCCC(C)C)=O.[I:31]CI, predict the reaction product.